This data is from Reaction yield outcomes from USPTO patents with 853,638 reactions. The task is: Predict the reaction yield, written as a fraction of the theoretical maximum amount of product (1.0 means a 100% yield; for example, 0.34 means a 34% yield). (1) The reactants are [C@@H:1]12[CH2:7][NH:6][C@@H:5]1[CH2:4][N:3]([C:8]([O:10][CH2:11][C:12]1[CH:17]=[CH:16][CH:15]=[CH:14][CH:13]=1)=[O:9])[CH2:2]2.[Cl:18][C:19]1[CH:24]=[CH:23][C:22](Br)=[CH:21][N:20]=1. No catalyst specified. The product is [Cl:18][C:19]1[N:20]=[CH:21][C:22]([N:6]2[CH2:7][C@@H:1]3[C@H:5]2[CH2:4][N:3]([C:8]([O:10][CH2:11][C:12]2[CH:17]=[CH:16][CH:15]=[CH:14][CH:13]=2)=[O:9])[CH2:2]3)=[CH:23][CH:24]=1. The yield is 0.380. (2) The reactants are [C:1]([NH:4][C:5]1[N:6]=[CH:7][CH:8]=[C:9]2[C:18]3[CH:17]=[CH:16][C:15]([O:19][CH2:20][C@@H:21]([NH:26]C(=O)OC(C)(C)C)[CH2:22][CH:23]([CH3:25])[CH3:24])=[CH:14][C:13]=3[O:12][CH2:11][C:10]=12)(=[O:3])[CH3:2].C(O)(C(F)(F)F)=O. The catalyst is C(Cl)Cl. The product is [NH2:26][C@@H:21]([CH2:22][CH:23]([CH3:25])[CH3:24])[CH2:20][O:19][C:15]1[CH:16]=[CH:17][C:18]2[C:9]3[C:10](=[C:5]([NH:4][C:1](=[O:3])[CH3:2])[N:6]=[CH:7][CH:8]=3)[CH2:11][O:12][C:13]=2[CH:14]=1. The yield is 0.330. (3) The reactants are [Br:1][C:2]1[CH:7]=[CH:6][C:5]([C:8]2[CH:17]=[C:16]3[C:11]([N:12]=[CH:13][CH:14]=[N:15]3)=[C:10]([C:18]([NH:20][CH2:21][C:22]([O:24]CC)=[O:23])=[O:19])[C:9]=2[OH:27])=[C:4]([F:28])[CH:3]=1.[OH-].[Na+]. The catalyst is C(O)C. The product is [Br:1][C:2]1[CH:7]=[CH:6][C:5]([C:8]2[CH:17]=[C:16]3[C:11]([N:12]=[CH:13][CH:14]=[N:15]3)=[C:10]([C:18]([NH:20][CH2:21][C:22]([OH:24])=[O:23])=[O:19])[C:9]=2[OH:27])=[C:4]([F:28])[CH:3]=1. The yield is 0.683. (4) The reactants are [CH:1]1([C:4]2[CH:24]=[CH:23][C:7]([CH2:8][NH:9][CH2:10][CH2:11][C:12]3[CH:17]=[CH:16][C:15](F)=[C:14]([C:19]([F:22])([F:21])[F:20])[CH:13]=3)=[CH:6][CH:5]=2)[CH2:3][CH2:2]1.[CH3:25]C1(C2C=CC(C=O)=CC=2)CC1.FC(F)(F)C1C=C(CCN)C=CC=1.[BH4-].[Na+]. The yield is 0.620. No catalyst specified. The product is [CH3:25][C:1]1([C:4]2[CH:24]=[CH:23][C:7]([CH2:8][NH:9][CH2:10][CH2:11][C:12]3[CH:17]=[CH:16][CH:15]=[C:14]([C:19]([F:22])([F:21])[F:20])[CH:13]=3)=[CH:6][CH:5]=2)[CH2:3][CH2:2]1. (5) The reactants are [Cl:1][C:2]1[N:7]=[C:6](Cl)[C:5]([CH3:9])=[C:4]([CH3:10])[N:3]=1.C[CH2:12][N:13](C(C)C)[CH:14](C)C.CNC. The catalyst is CC(O)C. The product is [Cl:1][C:2]1[N:7]=[C:6]([N:13]([CH3:14])[CH3:12])[C:5]([CH3:9])=[C:4]([CH3:10])[N:3]=1. The yield is 0.400.